This data is from Catalyst prediction with 721,799 reactions and 888 catalyst types from USPTO. The task is: Predict which catalyst facilitates the given reaction. (1) Product: [NH2:1][C:2]1[N:7]=[C:6]([C:8]2[O:9][C:10]([CH3:13])=[CH:11][CH:12]=2)[C:5]([C:14]#[N:15])=[C:4]([O:20][CH:19]([C:21]2[CH:26]=[CH:25][CH:24]=[CH:23][N:22]=2)[CH3:18])[N:3]=1. The catalyst class is: 57. Reactant: [NH2:1][C:2]1[N:7]=[C:6]([C:8]2[O:9][C:10]([CH3:13])=[CH:11][CH:12]=2)[C:5]([C:14]#[N:15])=[C:4](SC)[N:3]=1.[CH3:18][CH:19]([C:21]1[CH:26]=[CH:25][CH:24]=[CH:23][N:22]=1)[OH:20].C1CCN2C(=NCCC2)CC1. (2) Reactant: C([O:3][C:4]([C:6]1[NH:7][C:8]2[C:13]([CH:14]=1)=[C:12]([O:15][C:16]1[CH:21]=[CH:20][CH:19]=[C:18]([F:22])[CH:17]=1)[CH:11]=[CH:10][CH:9]=2)=[O:5])C.[Li+].[OH-]. Product: [F:22][C:18]1[CH:17]=[C:16]([CH:21]=[CH:20][CH:19]=1)[O:15][C:12]1[CH:11]=[CH:10][CH:9]=[C:8]2[C:13]=1[CH:14]=[C:6]([C:4]([OH:5])=[O:3])[NH:7]2. The catalyst class is: 24.